Dataset: Full USPTO retrosynthesis dataset with 1.9M reactions from patents (1976-2016). Task: Predict the reactants needed to synthesize the given product. Given the product [F:10][C:11]1[CH:12]=[C:13]([CH2:14][CH2:15][NH:16][CH2:3][CH2:2][C:1]([O:5][C:6]([CH3:9])([CH3:8])[CH3:7])=[O:4])[CH:17]=[CH:18][CH:19]=1, predict the reactants needed to synthesize it. The reactants are: [C:1]([O:5][C:6]([CH3:9])([CH3:8])[CH3:7])(=[O:4])[CH:2]=[CH2:3].[F:10][C:11]1[CH:12]=[C:13]([CH:17]=[CH:18][CH:19]=1)[CH2:14][CH2:15][NH2:16].